This data is from Forward reaction prediction with 1.9M reactions from USPTO patents (1976-2016). The task is: Predict the product of the given reaction. (1) Given the reactants [C:1]1(=[O:7])[O:6][C:4](=[O:5])[CH:3]=[CH:2]1.[C:8](OO[C:9]([CH3:11])([CH3:10])[CH3:8])(=O)[C:9](C)([CH3:11])[CH3:10].C(OC(C)C)(=O)C, predict the reaction product. The product is: [C:4]1(=[O:5])[O:6][C:1](=[O:7])[CH:2]=[CH:3]1.[CH2:8]=[C:9]([CH3:11])[CH3:10]. (2) Given the reactants CN(C=O)C.[CH:6]1([O:11][C:12]2[CH:13]=[C:14]([N:21]([CH2:29][CH:30]([CH3:32])[CH3:31])[C:22](=[O:28])[O:23][C:24]([CH3:27])([CH3:26])[CH3:25])[C:15]3[N:16]([CH:18]=[N:19][N:20]=3)[N:17]=2)[CH2:10][CH2:9][CH2:8][CH2:7]1.C1C(=O)N([I:40])C(=O)C1.OS([O-])=O.[Na+], predict the reaction product. The product is: [CH:6]1([O:11][C:12]2[CH:13]=[C:14]([N:21]([CH2:29][CH:30]([CH3:32])[CH3:31])[C:22](=[O:28])[O:23][C:24]([CH3:25])([CH3:26])[CH3:27])[C:15]3[N:16]([C:18]([I:40])=[N:19][N:20]=3)[N:17]=2)[CH2:7][CH2:8][CH2:9][CH2:10]1. (3) Given the reactants Cl[C:2]1[CH:7]=[C:6]([C:8]2[N:13]=[C:12]([C:14]3[CH:19]=[CH:18][C:17]([F:20])=[C:16]([F:21])[CH:15]=3)[CH:11]=[C:10]([C:22]([F:25])([F:24])[F:23])[N:9]=2)[CH:5]=[CH:4][N:3]=1.[C:26]([NH:30][S:31]([C:34]1[S:35][C:36](B2OC(C)(C)C(C)(C)O2)=[CH:37][CH:38]=1)(=[O:33])=[O:32])([CH3:29])([CH3:28])[CH3:27], predict the reaction product. The product is: [C:26]([NH:30][S:31]([C:34]1[S:35][C:36]([C:2]2[CH:7]=[C:6]([C:8]3[N:13]=[C:12]([C:14]4[CH:19]=[CH:18][C:17]([F:20])=[C:16]([F:21])[CH:15]=4)[CH:11]=[C:10]([C:22]([F:25])([F:24])[F:23])[N:9]=3)[CH:5]=[CH:4][N:3]=2)=[CH:37][CH:38]=1)(=[O:32])=[O:33])([CH3:29])([CH3:27])[CH3:28]. (4) Given the reactants [C:1]1([C:7]2[O:8][C:9]3[CH:15]=[C:14]([C:16]([OH:18])=O)[CH:13]=[CH:12][C:10]=3[N:11]=2)[CH:6]=[CH:5][CH:4]=[CH:3][CH:2]=1.C1N=CN(C(N2C=NC=C2)=O)C=1.[CH3:31][NH:32][O:33][CH3:34].Cl, predict the reaction product. The product is: [CH3:34][O:33][N:32]([CH3:31])[C:16]([C:14]1[CH:13]=[CH:12][C:10]2[N:11]=[C:7]([C:1]3[CH:2]=[CH:3][CH:4]=[CH:5][CH:6]=3)[O:8][C:9]=2[CH:15]=1)=[O:18]. (5) Given the reactants [C:1]([CH:3]1[CH2:7][CH2:6][CH2:5][CH2:4]1)#[CH:2].Cl[C:9]([O:11][CH2:12][CH3:13])=[O:10], predict the reaction product. The product is: [CH2:12]([O:11][C:9](=[O:10])[C:2]#[C:1][CH:3]1[CH2:7][CH2:6][CH2:5][CH2:4]1)[CH3:13]. (6) The product is: [N:17]1[CH:18]=[CH:19][CH:14]=[CH:15][C:16]=1[C:23]([O-:25])=[O:24].[N:17]1[CH:18]=[CH:19][CH:14]=[CH:15][C:16]=1[C:23]([O-:25])=[O:24].[Ca+2:27]. Given the reactants OS(O)(=O)=O.OO.[NH4+].[OH-].[N+]([O-])(O)=O.[CH:14]1[CH:19]=[C:18](C(O)=O)[N:17]=[C:16]([C:23]([OH:25])=[O:24])[CH:15]=1.[OH-].[Ca+2:27].[OH-].C1(S)C=CC=CC=1, predict the reaction product.